This data is from Reaction yield outcomes from USPTO patents with 853,638 reactions. The task is: Predict the reaction yield, written as a fraction of the theoretical maximum amount of product (1.0 means a 100% yield; for example, 0.34 means a 34% yield). (1) The reactants are [F:1][C:2]1[CH:7]=[CH:6][CH:5]=[C:4]([OH:8])[C:3]=1[C:9]1[N:18]=[C:17]([N:19]2[CH2:24][CH2:23][N:22]([C:25](=[O:32])[C@H:26]([OH:31])[CH2:27][CH:28]([CH3:30])[CH3:29])[CH2:21][CH2:20]2)[C:16]2[C:11](=[CH:12][C:13]([CH3:33])=[CH:14][CH:15]=2)[N:10]=1.CCOCC.[ClH:39]. The catalyst is C(Cl)Cl. The product is [ClH:39].[F:1][C:2]1[CH:7]=[CH:6][CH:5]=[C:4]([OH:8])[C:3]=1[C:9]1[N:18]=[C:17]([N:19]2[CH2:20][CH2:21][N:22]([C:25](=[O:32])[C@H:26]([OH:31])[CH2:27][CH:28]([CH3:29])[CH3:30])[CH2:23][CH2:24]2)[C:16]2[C:11](=[CH:12][C:13]([CH3:33])=[CH:14][CH:15]=2)[N:10]=1. The yield is 0.920. (2) The reactants are [Cl:1][C:2]1[CH:3]=[C:4]([C@H:9]2[C@H:13]([NH:14][CH2:15][CH3:16])[CH2:12][N:11]([C:17]([CH:19]3[CH2:24][CH2:23][N:22]([C:25]([C:27]4([CH3:30])[CH2:29][CH2:28]4)=[O:26])[CH2:21][CH2:20]3)=[O:18])[CH2:10]2)[CH:5]=[CH:6][C:7]=1[Cl:8].C(N(CC)C(C)C)(C)C.Cl[C:41]([O:43][C:44]1[CH:49]=[CH:48][C:47]([F:50])=[CH:46][CH:45]=1)=[O:42]. The catalyst is ClCCl. The product is [F:50][C:47]1[CH:48]=[CH:49][C:44]([O:43][C:41](=[O:42])[N:14]([C@H:13]2[C@H:9]([C:4]3[CH:5]=[CH:6][C:7]([Cl:8])=[C:2]([Cl:1])[CH:3]=3)[CH2:10][N:11]([C:17]([CH:19]3[CH2:24][CH2:23][N:22]([C:25]([C:27]4([CH3:30])[CH2:29][CH2:28]4)=[O:26])[CH2:21][CH2:20]3)=[O:18])[CH2:12]2)[CH2:15][CH3:16])=[CH:45][CH:46]=1. The yield is 0.520. (3) The reactants are [CH2:1]([O:3][C:4]([C:6]1[C:15](=[O:16])[C:14]2[C:13](=[O:17])[CH2:12][CH2:11][CH2:10][C:9]=2[NH:8][CH:7]=1)=[O:5])[CH3:2].II. The catalyst is C(O)C. The product is [CH2:1]([O:3][C:4]([C:6]1[C:15](=[O:16])[C:14]2[C:9](=[CH:10][CH:11]=[CH:12][C:13]=2[OH:17])[NH:8][CH:7]=1)=[O:5])[CH3:2]. The yield is 0.430. (4) The reactants are CO[C:3]([C:5]1[CH:6]=[C:7]([C:16]2[CH:21]=[CH:20][CH:19]=[C:18]([C:22]#[N:23])[CH:17]=2)[C:8]([C:12]([F:15])([F:14])[F:13])=[CH:9][C:10]=1[NH2:11])=[O:4].CCN(C(C)C)C(C)C.[CH3:33][S:34]([NH:37][NH2:38])(=[O:36])=[O:35].[O:39]1CCOC[CH2:40]1. No catalyst specified. The product is [C:22]([C:18]1[CH:17]=[C:16]([C:7]2[CH:6]=[C:5]3[C:10](=[CH:9][C:8]=2[C:12]([F:15])([F:13])[F:14])[NH:11][C:40](=[O:39])[N:38]([NH:37][S:34]([CH3:33])(=[O:36])=[O:35])[C:3]3=[O:4])[CH:21]=[CH:20][CH:19]=1)#[N:23]. The yield is 0.840. (5) The reactants are [F:1][C:2]1[CH:11]=[CH:10][C:5]([C:6]([O:8][CH3:9])=[O:7])=[C:4]([O:12][CH3:13])[CH:3]=1.[N+:14]([O-])([O-:16])=[O:15].[K+]. The catalyst is S(=O)(=O)(O)O. The product is [F:1][C:2]1[C:11]([N+:14]([O-:16])=[O:15])=[CH:10][C:5]([C:6]([O:8][CH3:9])=[O:7])=[C:4]([O:12][CH3:13])[CH:3]=1. The yield is 0.640. (6) The reactants are [C:1]([C:3]1[CH:8]=[C:7]([C:9]2[N:10]=[C:11]([NH:14][C:15]3[CH:20]=[CH:19][CH:18]=[C:17]([CH3:21])[CH:16]=3)[S:12][CH:13]=2)[CH:6]=[CH:5][N:4]=1)#[CH:2]. The catalyst is CCO.[Pd]. The product is [CH2:1]([C:3]1[CH:8]=[C:7]([C:9]2[N:10]=[C:11]([NH:14][C:15]3[CH:20]=[CH:19][CH:18]=[C:17]([CH3:21])[CH:16]=3)[S:12][CH:13]=2)[CH:6]=[CH:5][N:4]=1)[CH3:2]. The yield is 0.370. (7) The reactants are [Br:1][C:2]1[CH:7]=[CH:6][C:5]([NH2:8])=[CH:4][C:3]=1[O:9][CH3:10].[C:11]([O:17][CH2:18][CH3:19])(=[O:16])[CH2:12][C:13]([CH3:15])=O.O. The catalyst is C1CCCCC1.O.C1(C)C=CC(S(O)(=O)=O)=CC=1. The product is [CH2:18]([O:17][C:11](=[O:16])/[CH:12]=[C:13](\[NH:8][C:5]1[CH:6]=[CH:7][C:2]([Br:1])=[C:3]([O:9][CH3:10])[CH:4]=1)/[CH3:15])[CH3:19]. The yield is 0.688.